This data is from Catalyst prediction with 721,799 reactions and 888 catalyst types from USPTO. The task is: Predict which catalyst facilitates the given reaction. (1) Reactant: [O:1]1[CH2:6][CH2:5][CH:4]([C:7](Cl)=[O:8])[CH2:3][CH2:2]1.[NH:10]1[CH2:14][CH2:13][C@H:12]([OH:15])[CH2:11]1.CCN(CC)CC. Product: [OH:15][C@H:12]1[CH2:13][CH2:14][N:10]([C:7]([CH:4]2[CH2:5][CH2:6][O:1][CH2:2][CH2:3]2)=[O:8])[CH2:11]1. The catalyst class is: 2. (2) Reactant: [CH:1]([C:3]1[NH:7][CH:6]=[C:5]([C:8]([O:10][CH2:11][CH3:12])=[O:9])[C:4]=1[C:13]1[CH:18]=[CH:17][CH:16]=[CH:15][C:14]=1[N+:19]([O-:21])=[O:20])=O.Cl.[NH2:23]O.C(OC(=O)C)(=O)C. Product: [C:1]([C:3]1[NH:7][CH:6]=[C:5]([C:8]([O:10][CH2:11][CH3:12])=[O:9])[C:4]=1[C:13]1[CH:18]=[CH:17][CH:16]=[CH:15][C:14]=1[N+:19]([O-:21])=[O:20])#[N:23]. The catalyst class is: 17. (3) The catalyst class is: 54. Product: [CH3:1][O:2][C:3]1[CH:4]=[C:5]2[C:9](=[C:10]([CH3:12])[CH:11]=1)[NH:8][CH:7]=[C:6]2[CH:13]1[CH2:18][CH2:17][N:16]([CH3:19])[CH2:15][CH2:14]1. Reactant: [CH3:1][O:2][C:3]1[CH:4]=[C:5]2[C:9](=[C:10]([CH3:12])[CH:11]=1)[NH:8][CH:7]=[C:6]2[C:13]1[CH2:14][CH2:15][N:16]([CH3:19])[CH2:17][CH:18]=1.[BH4-].[Na+].FC(F)(F)C(O)=O.Cl.[OH-].[Na+]. (4) Reactant: [O:1]=[S:2]1(=[O:34])[C:7]2[CH:8]=[CH:9][CH:10]=[CH:11][C:6]=2[NH:5][C:4]([C:12]2[C:13](=[O:33])[N:14]([N:23]=[CH:24][C:25]3[CH:30]=[CH:29][C:28]([O:31][CH3:32])=[CH:27][CH:26]=3)[C:15]3[C:20]([C:21]=2[OH:22])=[CH:19][CH:18]=[CH:17][CH:16]=3)=[N:3]1.CO.[BH4-].[Li+].Cl. Product: [O:34]=[S:2]1(=[O:1])[C:7]2[CH:8]=[CH:9][CH:10]=[CH:11][C:6]=2[NH:5][C:4]([C:12]2[C:13](=[O:33])[N:14]([NH:23][CH2:24][C:25]3[CH:26]=[CH:27][C:28]([O:31][CH3:32])=[CH:29][CH:30]=3)[C:15]3[C:20]([C:21]=2[OH:22])=[CH:19][CH:18]=[CH:17][CH:16]=3)=[N:3]1. The catalyst class is: 30.